This data is from Catalyst prediction with 721,799 reactions and 888 catalyst types from USPTO. The task is: Predict which catalyst facilitates the given reaction. Reactant: [Br:1][C:2]1[CH:3]=[C:4]2[C:9](=[CH:10][CH:11]=1)[O:8][CH:7]([C:12]1[CH:17]=[CH:16][CH:15]=[CH:14][CH:13]=1)[CH2:6][C:5]2=O.[CH3:19][C:20]([S:23]([NH2:26])(=O)=[O:24])([CH3:22])[CH3:21]. Product: [Br:1][C:2]1[CH:3]=[C:4]2[C:9](=[CH:10][CH:11]=1)[O:8][CH:7]([C:12]1[CH:17]=[CH:16][CH:15]=[CH:14][CH:13]=1)[CH2:6][C:5]2=[N:26][S:23]([C:20]([CH3:22])([CH3:21])[CH3:19])=[O:24]. The catalyst class is: 220.